From a dataset of Peptide-MHC class I binding affinity with 185,985 pairs from IEDB/IMGT. Regression. Given a peptide amino acid sequence and an MHC pseudo amino acid sequence, predict their binding affinity value. This is MHC class I binding data. (1) The binding affinity (normalized) is 0. The peptide sequence is AFPTSCHM. The MHC is HLA-A26:01 with pseudo-sequence HLA-A26:01. (2) The peptide sequence is FLGQADFSL. The MHC is HLA-A02:01 with pseudo-sequence HLA-A02:01. The binding affinity (normalized) is 0.808. (3) The peptide sequence is KSRCASPST. The MHC is HLA-B58:01 with pseudo-sequence HLA-B58:01. The binding affinity (normalized) is 0.0847. (4) The peptide sequence is ETIEDYLGY. The binding affinity (normalized) is 0.0847. The MHC is HLA-A02:01 with pseudo-sequence HLA-A02:01. (5) The peptide sequence is VFAVLSIVNR. The MHC is HLA-A26:01 with pseudo-sequence HLA-A26:01. The binding affinity (normalized) is 0.113.